Task: Predict which catalyst facilitates the given reaction.. Dataset: Catalyst prediction with 721,799 reactions and 888 catalyst types from USPTO The catalyst class is: 2. Product: [Cl:1][C:2]1[C:3]([C:4]([NH:22][C:21]2[CH:20]=[CH:19][C:18]([O:11][C:12]3[CH:17]=[CH:16][CH:15]=[CH:14][CH:13]=3)=[CH:24][CH:23]=2)=[O:5])=[CH:7][CH:8]=[CH:9][N:10]=1. Reactant: [Cl:1][C:2]1[N:10]=[CH:9][CH:8]=[CH:7][C:3]=1[C:4](Cl)=[O:5].[O:11]([C:18]1[CH:24]=[CH:23][C:21]([NH2:22])=[CH:20][CH:19]=1)[C:12]1[CH:17]=[CH:16][CH:15]=[CH:14][CH:13]=1.CCN(C(C)C)C(C)C.CCOC(C)=O.